From a dataset of Forward reaction prediction with 1.9M reactions from USPTO patents (1976-2016). Predict the product of the given reaction. (1) The product is: [F:23][C:24]1[C:32]([O:33][C:2]2[C:11]3[C:6](=[CH:7][C:8]([O:14][CH2:15][CH2:16][CH2:17][C:18]([O:20][CH2:21][CH3:22])=[O:19])=[C:9]([O:12][CH3:13])[CH:10]=3)[N:5]=[CH:4][N:3]=2)=[CH:31][CH:30]=[C:29]2[C:25]=1[CH:26]=[C:27]([CH3:34])[NH:28]2. Given the reactants Cl[C:2]1[C:11]2[C:6](=[CH:7][C:8]([O:14][CH2:15][CH2:16][CH2:17][C:18]([O:20][CH2:21][CH3:22])=[O:19])=[C:9]([O:12][CH3:13])[CH:10]=2)[N:5]=[CH:4][N:3]=1.[F:23][C:24]1[C:32]([OH:33])=[CH:31][CH:30]=[C:29]2[C:25]=1[CH:26]=[C:27]([CH3:34])[NH:28]2.C(=O)([O-])[O-].[Cs+].[Cs+], predict the reaction product. (2) Given the reactants NC1(C2C=CC(C3C(=O)C4C(=CC=C(F)C=4)OC=3C3C=CC=CC=3)=CC=2)CCC1.C(OC(=O)[NH:36][C:37]1([C:41]2[CH:46]=[CH:45][C:44]([C:47]3[C:56](=[O:57])[C:55]4[C:50](=[C:51]([C:58]5[N:59]=[N:60][NH:61][CH:62]=5)[CH:52]=[CH:53][CH:54]=4)[O:49][C:48]=3[C:63]3[CH:68]=[CH:67][CH:66]=[CH:65][CH:64]=3)=[CH:43][CH:42]=2)[CH2:40][CH2:39][CH2:38]1)(C)(C)C.C(O)(C(F)(F)F)=O.N, predict the reaction product. The product is: [NH2:36][C:37]1([C:41]2[CH:42]=[CH:43][C:44]([C:47]3[C:56](=[O:57])[C:55]4[C:50](=[C:51]([C:58]5[N:59]=[N:60][NH:61][CH:62]=5)[CH:52]=[CH:53][CH:54]=4)[O:49][C:48]=3[C:63]3[CH:68]=[CH:67][CH:66]=[CH:65][CH:64]=3)=[CH:45][CH:46]=2)[CH2:40][CH2:39][CH2:38]1.